This data is from Reaction yield outcomes from USPTO patents with 853,638 reactions. The task is: Predict the reaction yield, written as a fraction of the theoretical maximum amount of product (1.0 means a 100% yield; for example, 0.34 means a 34% yield). (1) The yield is 0.588. The reactants are [C:1]([O:5][C:6]([NH:8][C@H:9]([CH2:29][C:30]1[CH:35]=[C:34]([F:36])[C:33]([F:37])=[CH:32][C:31]=1[F:38])[CH2:10][C:11]([N:13]1[CH2:18][CH2:17][N:16]2[C:19]([C:25]([F:28])([F:27])[F:26])=[N:20][C:21]([C:22](O)=[O:23])=[C:15]2[CH2:14]1)=[O:12])=[O:7])([CH3:4])([CH3:3])[CH3:2].N[C:40]1[CH:41]=[N:42][CH:43]=[CH:44][CH:45]=1.C([N:48](CC)CC)C.O=C1N(P(Cl)(N2CCOC2=O)=O)CCO1. The catalyst is ClCCl. The product is [C:1]([O:5][C:6](=[O:7])[NH:8][C@H:9]([CH2:29][C:30]1[CH:35]=[C:34]([F:36])[C:33]([F:37])=[CH:32][C:31]=1[F:38])[CH2:10][C:11](=[O:12])[N:13]1[CH2:18][CH2:17][N:16]2[C:19]([C:25]([F:28])([F:27])[F:26])=[N:20][C:21]([C:22](=[O:23])[NH:48][C:43]3[CH:44]=[CH:45][CH:40]=[CH:41][N:42]=3)=[C:15]2[CH2:14]1)([CH3:4])([CH3:2])[CH3:3]. (2) The reactants are [N:1]1[C:10]2[C:5](=[CH:6][N:7]=[CH:8][CH:9]=2)[CH:4]=[CH:3][C:2]=1[C:11]([OH:13])=O.C(N(CC)C(C)C)(C)C.F[P-](F)(F)(F)(F)F.N1(OC(N(C)C)=[N+](C)C)C2N=CC=CC=2N=N1.[CH3:47][O:48][CH2:49][CH2:50][NH2:51]. The catalyst is CN(C)C=O. The product is [CH3:47][O:48][CH2:49][CH2:50][NH:51][C:11]([C:2]1[CH:3]=[CH:4][C:5]2[C:10](=[CH:9][CH:8]=[N:7][CH:6]=2)[N:1]=1)=[O:13]. The yield is 0.690. (3) The reactants are [CH3:1][O:2][C:3]1[C:11]([CH3:12])=[C:10]2[C:6]([C:7](=[O:13])[O:8][CH2:9]2)=[C:5]([O:14][CH2:15][CH2:16][Si:17]([CH3:20])([CH3:19])[CH3:18])[C:4]=1[CH2:21]C=O.C1(P(C2C=CC=CC=2)(C2C=CC=CC=2)=[C:31]([CH3:34])[CH:32]=[O:33])C=CC=CC=1.[C:47]1(C)C=CC=CC=1. No catalyst specified. The product is [CH3:1][O:2][C:3]1[C:11]([CH3:12])=[C:10]2[C:6]([C:7](=[O:13])[O:8][CH2:9]2)=[C:5]([O:14][CH2:15][CH2:16][Si:17]([CH3:18])([CH3:20])[CH3:19])[C:4]=1[CH2:21][CH:47]=[C:31]([CH3:34])[CH:32]=[O:33]. The yield is 0.830. (4) The reactants are [NH2:1][C:2]1[C:7]([CH2:8][NH:9][C:10]([O:12][CH2:13][CH3:14])=[O:11])=[C:6]([CH:15]2[CH2:20][CH2:19][CH2:18][N:17]([C:21]([O:23][C:24]([CH3:27])([CH3:26])[CH3:25])=[O:22])[CH2:16]2)[CH:5]=[C:4]([C:28]2[C:33]([OH:34])=[CH:32][CH:31]=[CH:30][C:29]=2[O:35][CH2:36][CH:37]2[CH2:39][CH2:38]2)[N:3]=1.C(N(CC)CC)C.Cl[C:48](Cl)([O:50]C(=O)OC(Cl)(Cl)Cl)Cl. The catalyst is O1CCCC1. The product is [C:24]([O:23][C:21]([N:17]1[CH2:18][CH2:19][CH2:20][CH:15]([C:6]2[C:7]3[CH2:8][N:9]([C:10]([O:12][CH2:13][CH3:14])=[O:11])[C:48](=[O:50])[NH:1][C:2]=3[N:3]=[C:4]([C:28]3[C:33]([OH:34])=[CH:32][CH:31]=[CH:30][C:29]=3[O:35][CH2:36][CH:37]3[CH2:38][CH2:39]3)[CH:5]=2)[CH2:16]1)=[O:22])([CH3:27])([CH3:26])[CH3:25]. The yield is 0.600.